Dataset: Reaction yield outcomes from USPTO patents with 853,638 reactions. Task: Predict the reaction yield, written as a fraction of the theoretical maximum amount of product (1.0 means a 100% yield; for example, 0.34 means a 34% yield). (1) The reactants are [O:1]1[C:5]2[CH:6]=[CH:7][CH:8]=[CH:9][C:4]=2[CH2:3][CH2:2]1.[Al+3].[Cl-].[Cl-].[Cl-].ClC[CH2:16][C:17](Cl)=[O:18].Cl[CH2:21][Cl:22]. The product is [Cl:22][CH2:21][C:17](=[O:18])[CH2:16][C:8]1[CH:7]=[CH:6][C:5]2[O:1][CH2:2][CH2:3][C:4]=2[CH:9]=1. The yield is 0.802. No catalyst specified. (2) The reactants are Br[C:2]1[CH:15]=[C:14]2[C:5]([N:6]3[C:11]([CH2:12][O:13]2)=[N:10][NH:9][C:8](=[O:16])[C@H:7]3[CH3:17])=[CH:4][CH:3]=1.[F:18][C:19]1[CH:24]=[CH:23][CH:22]=[CH:21][C:20]=1B(O)O.C([O-])([O-])=O.[K+].[K+]. The catalyst is O1CCOCC1.O. The product is [F:18][C:19]1[CH:24]=[CH:23][CH:22]=[CH:21][C:20]=1[C:2]1[CH:15]=[C:14]2[C:5]([N:6]3[C:11]([CH2:12][O:13]2)=[N:10][NH:9][C:8](=[O:16])[C@H:7]3[CH3:17])=[CH:4][CH:3]=1. The yield is 0.460. (3) The reactants are CC([O-])(C)C.[K+].CC1C=CC(S([CH2:17][N+:18]#[C-])(=O)=O)=CC=1.[F:20][C:21]1[CH:22]=[C:23]([CH:26]=[CH:27][C:28]=1[O:29][CH3:30])[CH:24]=O.CO. The catalyst is C1COCC1.O. The product is [F:20][C:21]1[CH:22]=[C:23]([CH2:24][C:17]#[N:18])[CH:26]=[CH:27][C:28]=1[O:29][CH3:30]. The yield is 0.580. (4) The reactants are [CH3:1][N:2]([CH2:10][CH2:11][CH2:12][NH:13][C:14](=[O:24])[C:15]1[CH:20]=[CH:19][C:18]([N+:21]([O-])=O)=[CH:17][CH:16]=1)[C:3](=[O:9])[O:4][C:5]([CH3:8])([CH3:7])[CH3:6]. The product is [NH2:21][C:18]1[CH:17]=[CH:16][C:15]([C:14]([NH:13][CH2:12][CH2:11][CH2:10][N:2]([CH3:1])[C:3](=[O:9])[O:4][C:5]([CH3:7])([CH3:8])[CH3:6])=[O:24])=[CH:20][CH:19]=1. The catalyst is CO.[C].[Pd]. The yield is 0.980. (5) The reactants are O.[OH-].[Li+].[Cl:4][C:5]1[CH:10]=[C:9]([O:11][C:12]([F:15])([F:14])[F:13])[CH:8]=[C:7]([Cl:16])[C:6]=1[NH:17][C:18]([NH:20][C:21]1[C:22]([C:31]([NH:33][CH:34]([CH:39]2[CH2:44][CH2:43][O:42][CH2:41][CH2:40]2)[C:35]([O:37]C)=[O:36])=[O:32])=[CH:23][C:24]2[C:29]([CH:30]=1)=[CH:28][CH:27]=[CH:26][CH:25]=2)=[O:19].CO.Cl. The catalyst is C1COCC1.O. The product is [Cl:4][C:5]1[CH:10]=[C:9]([O:11][C:12]([F:13])([F:14])[F:15])[CH:8]=[C:7]([Cl:16])[C:6]=1[NH:17][C:18]([NH:20][C:21]1[C:22]([C:31]([NH:33][CH:34]([CH:39]2[CH2:44][CH2:43][O:42][CH2:41][CH2:40]2)[C:35]([OH:37])=[O:36])=[O:32])=[CH:23][C:24]2[C:29]([CH:30]=1)=[CH:28][CH:27]=[CH:26][CH:25]=2)=[O:19]. The yield is 0.900. (6) The reactants are [Cl:1][C:2]1[CH:3]=[CH:4][C:5]2[O:9][C:8]([CH:10]([NH:15][C:16]3[CH:21]=[CH:20][C:19]([C:22]([N:24]([CH3:32])[CH2:25][CH2:26][C:27]([O:29]CC)=[O:28])=[O:23])=[CH:18][CH:17]=3)[CH2:11][CH:12]([CH3:14])[CH3:13])=[C:7]([CH3:33])[C:6]=2[CH:34]=1.O1CCCC1.[OH-].[Na+]. The catalyst is C(O)C. The product is [Cl:1][C:2]1[CH:3]=[CH:4][C:5]2[O:9][C:8]([CH:10]([NH:15][C:16]3[CH:21]=[CH:20][C:19]([C:22]([N:24]([CH3:32])[CH2:25][CH2:26][C:27]([OH:29])=[O:28])=[O:23])=[CH:18][CH:17]=3)[CH2:11][CH:12]([CH3:14])[CH3:13])=[C:7]([CH3:33])[C:6]=2[CH:34]=1. The yield is 0.930.